This data is from Catalyst prediction with 721,799 reactions and 888 catalyst types from USPTO. The task is: Predict which catalyst facilitates the given reaction. (1) Reactant: [C:1]([C:3]1[CH:8]=[C:7](/[CH:9]=[CH:10]/[C:11]([O:13][C:14]([CH3:17])([CH3:16])[CH3:15])=[O:12])[CH:6]=[CH:5][N:4]=1)#[N:2].[C:18](OC)(=[O:26])[C:19]1[C:20](=[CH:22][CH:23]=[CH:24][CH:25]=1)[SH:21].C(N(CC)CC)C. Product: [O:26]=[C:18]1[C:19]2[CH:25]=[CH:24][CH:23]=[CH:22][C:20]=2[S:21][C:1]([C:3]2[CH:8]=[C:7](/[CH:9]=[CH:10]/[C:11]([O:13][C:14]([CH3:17])([CH3:16])[CH3:15])=[O:12])[CH:6]=[CH:5][N:4]=2)=[N:2]1. The catalyst class is: 11. (2) Reactant: O.[NH2:2][NH2:3].CCO.Cl[C:8]1[CH:17]=[CH:16][C:15]([N+:18]([O-:20])=[O:19])=[CH:14][C:9]=1[C:10](OC)=[O:11].Cl. Product: [N+:18]([C:15]1[CH:14]=[C:9]2[C:8](=[CH:17][CH:16]=1)[NH:3][N:2]=[C:10]2[OH:11])([O-:20])=[O:19]. The catalyst class is: 6.